From a dataset of NCI-60 drug combinations with 297,098 pairs across 59 cell lines. Regression. Given two drug SMILES strings and cell line genomic features, predict the synergy score measuring deviation from expected non-interaction effect. (1) Synergy scores: CSS=41.1, Synergy_ZIP=-8.36, Synergy_Bliss=-4.56, Synergy_Loewe=-2.59, Synergy_HSA=0.684. Cell line: K-562. Drug 2: C1C(C(OC1N2C=C(C(=O)NC2=O)F)CO)O. Drug 1: C1CCC(CC1)NC(=O)N(CCCl)N=O. (2) Cell line: HT29. Drug 2: C1C(C(OC1N2C=NC3=C2NC=NCC3O)CO)O. Drug 1: C1=CN(C=N1)CC(O)(P(=O)(O)O)P(=O)(O)O. Synergy scores: CSS=3.21, Synergy_ZIP=-0.356, Synergy_Bliss=-0.459, Synergy_Loewe=-2.79, Synergy_HSA=-2.72. (3) Drug 1: C1=CC(=CC=C1C#N)C(C2=CC=C(C=C2)C#N)N3C=NC=N3. Drug 2: COC1=NC(=NC2=C1N=CN2C3C(C(C(O3)CO)O)O)N. Cell line: HCC-2998. Synergy scores: CSS=-7.34, Synergy_ZIP=3.14, Synergy_Bliss=-0.446, Synergy_Loewe=-4.01, Synergy_HSA=-5.37. (4) Drug 1: C1=C(C(=O)NC(=O)N1)F. Drug 2: C1CC(C1)(C(=O)O)C(=O)O.[NH2-].[NH2-].[Pt+2]. Cell line: K-562. Synergy scores: CSS=45.7, Synergy_ZIP=-9.95, Synergy_Bliss=-12.2, Synergy_Loewe=-15.7, Synergy_HSA=-7.81. (5) Drug 1: CC=C1C(=O)NC(C(=O)OC2CC(=O)NC(C(=O)NC(CSSCCC=C2)C(=O)N1)C(C)C)C(C)C. Drug 2: CCC1(CC2CC(C3=C(CCN(C2)C1)C4=CC=CC=C4N3)(C5=C(C=C6C(=C5)C78CCN9C7C(C=CC9)(C(C(C8N6C)(C(=O)OC)O)OC(=O)C)CC)OC)C(=O)OC)O.OS(=O)(=O)O. Cell line: KM12. Synergy scores: CSS=28.8, Synergy_ZIP=0.259, Synergy_Bliss=4.65, Synergy_Loewe=0.826, Synergy_HSA=1.62.